From a dataset of Forward reaction prediction with 1.9M reactions from USPTO patents (1976-2016). Predict the product of the given reaction. (1) Given the reactants C(=O)([O-])[O-].[K+].[K+].[CH3:7][C:8]1[CH:9]=[C:10]([NH:20][C:21]2[N:26]=[C:25]([C:27]([F:30])([F:29])[F:28])[CH:24]=[CH:23][N:22]=2)[CH:11]=[C:12]([C:14]#[C:15][Si](C)(C)C)[CH:13]=1, predict the reaction product. The product is: [C:14]([C:12]1[CH:11]=[C:10]([NH:20][C:21]2[N:26]=[C:25]([C:27]([F:28])([F:29])[F:30])[CH:24]=[CH:23][N:22]=2)[CH:9]=[C:8]([CH3:7])[CH:13]=1)#[CH:15]. (2) Given the reactants [Cl:1][C:2]1[CH:7]=[CH:6][C:5]([C:8]2[CH:16]=[CH:15][CH:14]=[C:13]3[C:9]=2[CH2:10][C:11](=[O:17])[NH:12]3)=[CH:4][CH:3]=1.[CH3:18][N:19]([CH3:35])[C@@H:20]1[CH2:24][CH2:23][N:22]([C:25]([C:27]2[CH:31]=[C:30]([CH3:32])[NH:29][C:28]=2[CH:33]=O)=[O:26])[CH2:21]1, predict the reaction product. The product is: [Cl:1][C:2]1[CH:3]=[CH:4][C:5]([C:8]2[CH:16]=[CH:15][CH:14]=[C:13]3[C:9]=2[C:10](=[CH:33][C:28]2[NH:29][C:30]([CH3:32])=[CH:31][C:27]=2[C:25]([N:22]2[CH2:23][CH2:24][C@@H:20]([N:19]([CH3:18])[CH3:35])[CH2:21]2)=[O:26])[C:11](=[O:17])[NH:12]3)=[CH:6][CH:7]=1. (3) Given the reactants [OH:1][CH:2]1[CH2:7][CH2:6][O:5][CH2:4][CH2:3]1.Cl[C:9]1[C:18]2[C:13](=[CH:14][CH:15]=[C:16]([I:19])[CH:17]=2)[N:12]=[CH:11][C:10]=1[C:20]#[N:21].[H-].[K+], predict the reaction product. The product is: [I:19][C:16]1[CH:17]=[C:18]2[C:13](=[CH:14][CH:15]=1)[N:12]=[CH:11][C:10]([C:20]#[N:21])=[C:9]2[O:1][CH:2]1[CH2:7][CH2:6][O:5][CH2:4][CH2:3]1. (4) The product is: [CH3:14][CH:15]([CH3:31])[C:16]([NH:18][C:19]1[CH:24]=[CH:23][CH:22]=[C:21]([CH:25]2[CH2:30][CH2:29][N:28]([CH2:2][CH2:3][CH2:4][CH2:5][C:6](=[O:7])[C:8]3[CH:13]=[CH:12][CH:11]=[CH:10][CH:9]=3)[CH2:27][CH2:26]2)[CH:20]=1)=[O:17]. Given the reactants Cl[CH2:2][CH2:3][CH2:4][CH2:5][C:6]([C:8]1[CH:13]=[CH:12][CH:11]=[CH:10][CH:9]=1)=[O:7].[CH3:14][CH:15]([CH3:31])[C:16]([NH:18][C:19]1[CH:24]=[CH:23][CH:22]=[C:21]([CH:25]2[CH2:30][CH2:29][NH:28][CH2:27][CH2:26]2)[CH:20]=1)=[O:17], predict the reaction product.